This data is from Reaction yield outcomes from USPTO patents with 853,638 reactions. The task is: Predict the reaction yield, written as a fraction of the theoretical maximum amount of product (1.0 means a 100% yield; for example, 0.34 means a 34% yield). (1) The reactants are [Cl:1][C:2]([F:13])([F:12])[C:3]1[CH:8]=[CH:7][C:6]([CH:9](Cl)[CH3:10])=[CH:5][N:4]=1.[CH3:14][S-:15].[Na+]. The catalyst is C(O)C. The product is [Cl:1][C:2]([F:13])([F:12])[C:3]1[CH:8]=[CH:7][C:6]([CH:9]([S:15][CH3:14])[CH3:10])=[CH:5][N:4]=1. The yield is 0.400. (2) The reactants are [C:1]([C:5]1[O:9][N:8]=[C:7]([NH:10][C:11]([NH:13][C:14]2[CH:19]=[CH:18][CH:17]=[C:16]([S:20][C:21]3[C:30]4[C:25](=[CH:26][C:27]([O:33][CH2:34][CH2:35][CH2:36]Cl)=[C:28]([O:31][CH3:32])[CH:29]=4)[N:24]=[CH:23][N:22]=3)[CH:15]=2)=[O:12])[CH:6]=1)([CH3:4])([CH3:3])[CH3:2].[NH:38]1[CH2:43][CH2:42][CH:41]([CH2:44][OH:45])[CH2:40][CH2:39]1. No catalyst specified. The product is [C:1]([C:5]1[O:9][N:8]=[C:7]([NH:10][C:11]([NH:13][C:14]2[CH:19]=[CH:18][CH:17]=[C:16]([S:20][C:21]3[C:30]4[C:25](=[CH:26][C:27]([O:33][CH2:34][CH2:35][CH2:36][N:38]5[CH2:43][CH2:42][CH:41]([CH2:44][OH:45])[CH2:40][CH2:39]5)=[C:28]([O:31][CH3:32])[CH:29]=4)[N:24]=[CH:23][N:22]=3)[CH:15]=2)=[O:12])[CH:6]=1)([CH3:4])([CH3:3])[CH3:2]. The yield is 0.210. (3) The reactants are [CH3:1][O:2][C:3]([NH:5][C@H:6]([C:11]([N:13]1[C@@H:17]([CH3:18])[CH2:16][CH2:15][C@H:14]1[C:19]1[NH:20][C:21]([C:24]2[CH:29]=[C:28]3[CH2:30][O:31][C:32]4[CH:59]=[C:58]5[C:35]([CH:36]=[CH:37][C:38]6[N:42]=[C:41]([C@@H:43]7[CH2:47][C@H:46]([CH2:48][O:49][CH3:50])[CH2:45][N:44]7[C:51]([O:53]C(C)(C)C)=O)[NH:40][C:39]=65)=[CH:34][C:33]=4[C:27]3=[CH:26][CH:25]=2)=[CH:22][N:23]=1)=[O:12])[C@H:7]([CH2:9][CH3:10])[CH3:8])=[O:4].Cl.[CH3:61][O:62][C:63]([NH:65][C@H:66]([C:70]1[CH:75]=[CH:74][CH:73]=[CH:72][CH:71]=1)C(O)=O)=[O:64].CCN(C(C)C)C(C)C.CCOC(C(C#N)=NOC(N1CCOCC1)=[N+](C)C)=O.F[P-](F)(F)(F)(F)F. The catalyst is C(Cl)Cl.CO. The product is [CH3:1][O:2][C:3]([NH:5][C@@H:6]([C@@H:7]([CH3:8])[CH2:9][CH3:10])[C:11]([N:13]1[C@@H:17]([CH3:18])[CH2:16][CH2:15][C@H:14]1[C:19]1[NH:20][C:21]([C:24]2[CH:29]=[C:28]3[CH2:30][O:31][C:32]4[CH:59]=[C:58]5[C:35]([CH:36]=[CH:37][C:38]6[N:42]=[C:41]([C@@H:43]7[CH2:47][C@H:46]([CH2:48][O:49][CH3:50])[CH2:45][N:44]7[C:51](=[O:53])[C@H:66]([NH:65][C:63](=[O:64])[O:62][CH3:61])[C:70]7[CH:75]=[CH:74][CH:73]=[CH:72][CH:71]=7)[NH:40][C:39]=65)=[CH:34][C:33]=4[C:27]3=[CH:26][CH:25]=2)=[CH:22][N:23]=1)=[O:12])=[O:4]. The yield is 0.410. (4) The reactants are [CH3:1][O:2][CH2:3][O:4][C:5]1[C:10]([C:11]([CH3:18])([CH3:17])[CH2:12][O:13][CH2:14][O:15][CH3:16])=[CH:9][C:8](Br)=[CH:7][C:6]=1[C:20]([CH3:23])([CH3:22])[CH3:21].[Li]C(C)(C)C.CN([CH:32]=[O:33])C.[Cl-].[NH4+]. The catalyst is C1COCC1. The product is [C:20]([C:6]1[CH:7]=[C:8]([CH:9]=[C:10]([C:11]([CH3:18])([CH3:17])[CH2:12][O:13][CH2:14][O:15][CH3:16])[C:5]=1[O:4][CH2:3][O:2][CH3:1])[CH:32]=[O:33])([CH3:23])([CH3:22])[CH3:21]. The yield is 0.831.